This data is from Catalyst prediction with 721,799 reactions and 888 catalyst types from USPTO. The task is: Predict which catalyst facilitates the given reaction. (1) Reactant: Cl.[Cl-].[K+].ICl.[I-].I([O-])(=O)=O.CN1[C@@H]([C@H:22]2[O:31][C:29](=[O:30])[C:28]3[C:27]([O:32][CH3:33])=[C:26]([O:34][CH3:35])[CH:25]=[CH:24][C:23]2=3)C2C(OC)=C3OCOC3=CC=2CC1.N1C=CC=CC=1.ICl.N. Product: [CH3:35][O:34][C:26]1[C:27]([O:32][CH3:33])=[C:28]2[C:23]([CH2:22][O:31][C:29]2=[O:30])=[CH:24][CH:25]=1. The catalyst class is: 852. (2) Reactant: [CH3:1][O:2][C:3]([C:5]1[N:6]=[C:7]([NH2:11])[S:8][C:9]=1[CH3:10])=[O:4].CCN(CC)CC.[Cl:19][C:20]1[CH:28]=[CH:27][C:23]([C:24](Cl)=[O:25])=[CH:22][CH:21]=1.O. Product: [CH3:1][O:2][C:3]([C:5]1[N:6]=[C:7]([NH:11][C:24](=[O:25])[C:23]2[CH:27]=[CH:28][C:20]([Cl:19])=[CH:21][CH:22]=2)[S:8][C:9]=1[CH3:10])=[O:4]. The catalyst class is: 2. (3) Reactant: Cl[S:2][C:3]1[CH:11]=[C:10]([O:12][CH3:13])[C:9]([O:14][CH3:15])=[CH:8][C:4]=1[C:5](Cl)=[O:6].Cl.[CH3:17][NH2:18].C(OCC)(=O)C. Product: [CH3:15][O:14][C:9]1[C:10]([O:12][CH3:13])=[CH:11][C:3]2[S:2][N:18]([CH3:17])[C:5](=[O:6])[C:4]=2[CH:8]=1. The catalyst class is: 17. (4) Reactant: [CH3:1][O:2][C:3](=[O:37])[C@@H:4]([NH:16][C:17](=[O:36])[C:18]1[CH:23]=[CH:22][C:21]([C:24]#[C:25][C:26]#[C:27][C@@H:28]2[CH2:30][C@H:29]2[CH2:31][O:32]C(=O)C)=[CH:20][CH:19]=1)[C:5]([NH:8]C(OC(C)(C)C)=O)([CH3:7])[CH3:6].[ClH:38]. Product: [ClH:38].[CH3:1][O:2][C:3](=[O:37])[C@@H:4]([NH:16][C:17](=[O:36])[C:18]1[CH:19]=[CH:20][C:21]([C:24]#[C:25][C:26]#[C:27][C@@H:28]2[CH2:30][C@H:29]2[CH2:31][OH:32])=[CH:22][CH:23]=1)[C:5]([NH2:8])([CH3:7])[CH3:6]. The catalyst class is: 5.